Dataset: Forward reaction prediction with 1.9M reactions from USPTO patents (1976-2016). Task: Predict the product of the given reaction. (1) Given the reactants [Br:1][C:2]1[CH:3]=[C:4]2[C:9](=[CH:10][C:11]=1[O:12][CH3:13])[N:8]=[C:7]([Cl:14])[N:6]=[C:5]2Cl.C(N(C(C)C)CC)(C)C.[NH:25]1[CH2:30][CH2:29][O:28][CH2:27][CH2:26]1, predict the reaction product. The product is: [Br:1][C:2]1[C:11]([O:12][CH3:13])=[CH:10][C:9]2[CH:4]([CH:5]([N:25]3[CH2:30][CH2:29][O:28][CH2:27][CH2:26]3)[N:6]=[C:7]([Cl:14])[N:8]=2)[CH:3]=1. (2) The product is: [CH3:1][C:2]1[CH2:6][CH:5]=[C:4]([C:8]2[CH:13]=[CH:12][CH:11]=[CH:10][CH:9]=2)[CH:3]=1. Given the reactants [CH3:1][C:2]1[CH2:6][CH2:5][C:4](=O)[CH:3]=1.[C:8]1([Li])[CH:13]=[CH:12][CH:11]=[CH:10][CH:9]=1.[Li].BrC1C=CC=CC=1.[NH4+].[Cl-], predict the reaction product. (3) Given the reactants [Br:1][C:2]1[CH:7]=[CH:6][C:5]([C:8]2[CH:21]=[CH:20][C:19]3[C:18]4[C:13](=[CH:14][CH:15]=[CH:16][CH:17]=4)[CH:12]=[CH:11][C:10]=3[CH:9]=2)=[CH:4][CH:3]=1.C1C2C=CC3C(=CC=CC=3)C=2C=C(B(O)O)C=1, predict the reaction product. The product is: [Br:1][C:2]1[CH:3]=[CH:4][C:5]([C:8]2[CH:21]=[CH:20][C:19]3[CH:18]=[CH:17][C:12]4[C:11]([C:10]=3[CH:9]=2)=[CH:16][CH:15]=[CH:14][CH:13]=4)=[CH:6][CH:7]=1. (4) Given the reactants [C:1]12([NH2:11])[CH2:10][CH:5]3[CH2:6][CH:7]([CH2:9][CH:3]([CH2:4]3)[CH2:2]1)[CH2:8]2.[O:12]1[CH:16]=[CH:15][CH:14]=[C:13]1[CH2:17][O:18][C:19]1[CH:26]=[CH:25][C:22]([CH:23]=O)=[CH:21][CH:20]=1, predict the reaction product. The product is: [C:1]12([NH:11][CH2:23][C:22]3[CH:21]=[CH:20][C:19]([O:18][CH2:17][C:13]4[O:12][CH:16]=[CH:15][CH:14]=4)=[CH:26][CH:25]=3)[CH2:8][CH:7]3[CH2:6][CH:5]([CH2:4][CH:3]([CH2:9]3)[CH2:2]1)[CH2:10]2.